From a dataset of Full USPTO retrosynthesis dataset with 1.9M reactions from patents (1976-2016). Predict the reactants needed to synthesize the given product. Given the product [Br:1][C:2]1[C:3]([N:10]([CH:19]2[CH2:23][CH2:22][CH:21]([CH3:24])[CH2:20]2)[NH2:11])=[N:4][C:5]([C:8]#[N:9])=[N:6][CH:7]=1, predict the reactants needed to synthesize it. The reactants are: [Br:1][C:2]1[C:3]([N:10]([CH:19]2[CH2:23][CH2:22][CH:21]([CH3:24])[CH2:20]2)[NH:11]C(OC(C)(C)C)=O)=[N:4][C:5]([C:8]#[N:9])=[N:6][CH:7]=1.C1(C)C=CC(S(O)(=O)=O)=CC=1.